The task is: Regression. Given a peptide amino acid sequence and an MHC pseudo amino acid sequence, predict their binding affinity value. This is MHC class II binding data.. This data is from Peptide-MHC class II binding affinity with 134,281 pairs from IEDB. (1) The peptide sequence is EENEGDNACKRTYSD. The MHC is HLA-DQA10103-DQB10603 with pseudo-sequence HLA-DQA10103-DQB10603. The binding affinity (normalized) is 0. (2) The peptide sequence is KGKDKWIELKESWGA. The MHC is HLA-DQA10102-DQB10602 with pseudo-sequence HLA-DQA10102-DQB10602. The binding affinity (normalized) is 0.416.